This data is from Peptide-MHC class I binding affinity with 185,985 pairs from IEDB/IMGT. The task is: Regression. Given a peptide amino acid sequence and an MHC pseudo amino acid sequence, predict their binding affinity value. This is MHC class I binding data. The peptide sequence is VMNSNTLLSAW. The MHC is HLA-A26:01 with pseudo-sequence HLA-A26:01. The binding affinity (normalized) is 0.